This data is from Catalyst prediction with 721,799 reactions and 888 catalyst types from USPTO. The task is: Predict which catalyst facilitates the given reaction. (1) The catalyst class is: 26. Reactant: [C:1]([C:4]1[CH:17]=[CH:16][C:7]2[CH:8]=[C:9]([C:11]([O:13][CH2:14][CH3:15])=[O:12])[S:10][C:6]=2[CH:5]=1)(=O)[CH3:2].[CH3:18][O:19][C:20]1[CH:27]=[CH:26][C:23]([CH2:24][NH2:25])=[CH:22][CH:21]=1.C(O)(=O)C.[BH-](OC(C)=O)(OC(C)=O)OC(C)=O.[Na+]. Product: [CH3:18][O:19][C:20]1[CH:27]=[CH:26][C:23]([CH2:24][NH:25][CH:1]([C:4]2[CH:17]=[CH:16][C:7]3[CH:8]=[C:9]([C:11]([O:13][CH2:14][CH3:15])=[O:12])[S:10][C:6]=3[CH:5]=2)[CH3:2])=[CH:22][CH:21]=1. (2) Reactant: [Br:1][C:2]1[CH:3]=[CH:4][C:5]([OH:10])=[C:6]([CH:9]=1)[CH:7]=[O:8].C(=O)([O-])[O-].[K+].[K+].Cl[CH2:18][O:19][CH3:20].Cl. Product: [Br:1][C:2]1[CH:3]=[CH:4][C:5]([O:10][CH2:18][O:19][CH3:20])=[C:6]([CH:9]=1)[CH:7]=[O:8]. The catalyst class is: 283. (3) Reactant: [CH:1]1([N:6]2[CH2:12][C:11]([F:14])([F:13])[C:10](=[O:15])[N:9]([CH3:16])[C:8]3[CH:17]=[N:18][C:19]([NH:21][C:22]4[CH:30]=[CH:29][C:25]([C:26](O)=[O:27])=[CH:24][C:23]=4[CH2:31][CH3:32])=[N:20][C:7]2=3)[CH2:5][CH2:4][CH2:3][CH2:2]1.ON1C2C=CC=CC=2N=N1.F[P-](F)(F)(F)(F)F.CN(C(N(C)C)=[N+]1C2C=CC=CC=2[N+]([O-])=N1)C.C(N(C(C)C)CC)(C)C.[NH2:76][CH:77]1[CH2:82][CH2:81][O:80][CH2:79][CH2:78]1. Product: [CH:1]1([N:6]2[CH2:12][C:11]([F:13])([F:14])[C:10](=[O:15])[N:9]([CH3:16])[C:8]3[CH:17]=[N:18][C:19]([NH:21][C:22]4[CH:30]=[CH:29][C:25]([C:26]([NH:76][CH:77]5[CH2:82][CH2:81][O:80][CH2:79][CH2:78]5)=[O:27])=[CH:24][C:23]=4[CH2:31][CH3:32])=[N:20][C:7]2=3)[CH2:5][CH2:4][CH2:3][CH2:2]1. The catalyst class is: 9. (4) Reactant: C([Li])CCC.CCCCCC.CC1(C)CCCC(C)(C)N1.[C:22]([O:26][C:27]([NH:29][C:30]1[CH:35]=[N:34][CH:33]=[CH:32][N:31]=1)=[O:28])([CH3:25])([CH3:24])[CH3:23].[O:36]1CCC[CH2:37]1. Product: [C:22]([O:26][C:27]([NH:29][C:30]1[C:35]([CH:37]=[O:36])=[N:34][CH:33]=[CH:32][N:31]=1)=[O:28])([CH3:25])([CH3:23])[CH3:24]. The catalyst class is: 3. (5) Reactant: [NH2:1][C@H:2]1[C:15](=[O:16])[N:14]([CH2:17][CH2:18][N:19]2[CH2:23][CH2:22][CH2:21][CH2:20]2)[CH2:13][C:5]2[C:6]3[CH:7]=[N:8][NH:9][C:10]=3[CH:11]=[CH:12][C:4]=2[CH2:3]1.[O:24]=[C:25]1[NH:33][C:28]2=[N:29][CH:30]=[CH:31][CH:32]=[C:27]2[C:26]21[CH2:41][C:40]1[C:35](=[CH:36][CH:37]=[C:38]([C:42](O)=[O:43])[CH:39]=1)[CH2:34]2.C1C=CC2N(O)N=NC=2C=1.C(Cl)CCl. Product: [O:24]=[C:25]1[NH:33][C:28]2=[N:29][CH:30]=[CH:31][CH:32]=[C:27]2[C:26]21[CH2:41][C:40]1[C:35](=[CH:36][CH:37]=[C:38]([C:42]([NH:1][C@H:2]3[C:15](=[O:16])[N:14]([CH2:17][CH2:18][N:19]4[CH2:20][CH2:21][CH2:22][CH2:23]4)[CH2:13][C:5]4[C:6]5[CH:7]=[N:8][NH:9][C:10]=5[CH:11]=[CH:12][C:4]=4[CH2:3]3)=[O:43])[CH:39]=1)[CH2:34]2. The catalyst class is: 3. (6) Reactant: [Br:1][C:2]1[CH:3]=[CH:4][CH:5]=[C:6]2[C:11]=1[O:10][CH2:9][CH2:8][CH:7]2[C:12](O)=[O:13]. Product: [Br:1][C:2]1[CH:3]=[CH:4][CH:5]=[C:6]2[C:11]=1[O:10][CH2:9][CH2:8][CH:7]2[CH2:12][OH:13]. The catalyst class is: 1. (7) Reactant: [NH2:1][C:2]1[C:3]([CH2:8][C:9]([O:11][CH2:12][CH3:13])=[O:10])=[N:4][CH:5]=[CH:6][CH:7]=1.[CH:14](OC)(OC)OC.[N-:21]=[N+:22]=[N-:23].[Na+]. Product: [N:1]1([C:2]2[C:3]([CH2:8][C:9]([O:11][CH2:12][CH3:13])=[O:10])=[N:4][CH:5]=[CH:6][CH:7]=2)[CH:14]=[N:23][N:22]=[N:21]1. The catalyst class is: 52. (8) Reactant: [C:1]([O:5][C:6](=[O:13])[C:7]([C:11]#[N:12])([CH3:10])[CH2:8][CH3:9])([CH3:4])([CH3:3])[CH3:2]. Product: [C:1]([O:5][C:6](=[O:13])[C:7]([CH2:11][NH2:12])([CH3:10])[CH2:8][CH3:9])([CH3:2])([CH3:3])[CH3:4]. The catalyst class is: 319. (9) Reactant: [C:1]([NH:8][C:9]1[CH:14]=[CH:13][C:12]([F:15])=[CH:11][CH:10]=1)([O:3][C:4]([CH3:7])([CH3:6])[CH3:5])=[O:2].[Li][C:17]([CH3:20])([CH3:19])[CH3:18].CCCCC.C(Br)C(=C)C. Product: [C:4]([O:3][C:1](=[O:2])[NH:8][C:9]1[CH:14]=[CH:13][C:12]([F:15])=[CH:11][C:10]=1[CH2:19][C:17]([CH3:20])=[CH2:18])([CH3:7])([CH3:6])[CH3:5]. The catalyst class is: 1. (10) Reactant: [C:1]([O:5][C:6](=[O:18])[CH2:7][NH:8][C:9]1[CH:14]=[CH:13][C:12]([C:15]#[N:16])=[CH:11][C:10]=1[NH2:17])([CH3:4])([CH3:3])[CH3:2].[C:19]([O:23][C:24]([N:26]1[CH2:31][CH2:30][CH:29]([O:32][C:33]2[CH:38]=[CH:37][C:36]([N:39]([CH2:50][C:51](O)=[O:52])[C:40]([O:42][CH2:43][C:44]3[CH:49]=[CH:48][CH:47]=[CH:46][CH:45]=3)=[O:41])=[CH:35][CH:34]=2)[CH2:28][CH2:27]1)=[O:25])([CH3:22])([CH3:21])[CH3:20].C(OC(N1C2C(=CC=CC=2)C=CC1OCC)=O)C. Product: [C:19]([O:23][C:24]([N:26]1[CH2:31][CH2:30][CH:29]([O:32][C:33]2[CH:38]=[CH:37][C:36]([N:39]([C:40]([O:42][CH2:43][C:44]3[CH:45]=[CH:46][CH:47]=[CH:48][CH:49]=3)=[O:41])[CH2:50][C:51](=[O:52])[NH:17][C:10]3[CH:11]=[C:12]([C:15]#[N:16])[CH:13]=[CH:14][C:9]=3[NH:8][CH2:7][C:6]([O:5][C:1]([CH3:4])([CH3:2])[CH3:3])=[O:18])=[CH:35][CH:34]=2)[CH2:28][CH2:27]1)=[O:25])([CH3:22])([CH3:20])[CH3:21]. The catalyst class is: 22.